Dataset: Forward reaction prediction with 1.9M reactions from USPTO patents (1976-2016). Task: Predict the product of the given reaction. (1) Given the reactants [CH2:1]([N:8]1[CH:16]=[C:15]2[C:10]([CH:11]=[C:12]([C:17]3[CH:18]=[C:19]([CH:27]4[CH2:31][CH2:30][N:29]([C:32](=[O:35])[CH2:33]Cl)[CH2:28]4)[N:20]4[C:25]=3[C:24]([NH2:26])=[N:23][CH:22]=[N:21]4)[CH:13]=[CH:14]2)=[N:9]1)[C:2]1[CH:7]=[CH:6][CH:5]=[CH:4][CH:3]=1.[F:36][C:37]1([F:42])[CH2:41][CH2:40][NH:39][CH2:38]1, predict the reaction product. The product is: [CH2:1]([N:8]1[CH:16]=[C:15]2[C:10]([CH:11]=[C:12]([C:17]3[CH:18]=[C:19]([CH:27]4[CH2:31][CH2:30][N:29]([C:32](=[O:35])[CH2:33][N:39]5[CH2:40][CH2:41][C:37]([F:42])([F:36])[CH2:38]5)[CH2:28]4)[N:20]4[C:25]=3[C:24]([NH2:26])=[N:23][CH:22]=[N:21]4)[CH:13]=[CH:14]2)=[N:9]1)[C:2]1[CH:7]=[CH:6][CH:5]=[CH:4][CH:3]=1. (2) Given the reactants C(O[C:4](=[O:15])[C:5]([N:10]1[CH:14]=[CH:13][N:12]=[CH:11]1)=[CH:6][N:7](C)C)C.[NH:16]([C:18]1[CH:23]=[C:22]([N:24]2[CH2:29][CH2:28][CH2:27][CH2:26][CH2:25]2)[N:21]=[CH:20][N:19]=1)N.C1(C)C=CC(S(O)(=O)=O)=CC=1, predict the reaction product. The product is: [N:10]1([C:5]2[C:4](=[O:15])[N:16]([C:18]3[CH:23]=[C:22]([N:24]4[CH2:25][CH2:26][CH2:27][CH2:28][CH2:29]4)[N:21]=[CH:20][N:19]=3)[NH:7][CH:6]=2)[CH:14]=[CH:13][N:12]=[CH:11]1. (3) Given the reactants [Si]([O:8][CH:9]1[CH2:18][C:17]([CH3:20])([CH3:19])[CH2:16][C:15]2[N:14]=[C:13]([CH:21]3[CH2:25][CH2:24][CH2:23][CH2:22]3)[C:12]([CH:26]([F:37])[C:27]3[CH:32]=[CH:31][C:30]([C:33]([F:36])([F:35])[F:34])=[CH:29][CH:28]=3)=[C:11]([C:38]3[CH:43]=[CH:42][C:41]([F:44])=[C:40]([F:45])[CH:39]=3)[C:10]1=2)(C(C)(C)C)(C)C.CO.O1CCCC1, predict the reaction product. The product is: [CH:21]1([C:13]2[C:12]([CH:26]([F:37])[C:27]3[CH:28]=[CH:29][C:30]([C:33]([F:36])([F:34])[F:35])=[CH:31][CH:32]=3)=[C:11]([C:38]3[CH:43]=[CH:42][C:41]([F:44])=[C:40]([F:45])[CH:39]=3)[C:10]3[CH:9]([OH:8])[CH2:18][C:17]([CH3:20])([CH3:19])[CH2:16][C:15]=3[N:14]=2)[CH2:25][CH2:24][CH2:23][CH2:22]1. (4) Given the reactants [C:1]([O:5][C:6](=[O:14])[N:7]([CH2:9][CH2:10][CH2:11][CH2:12][NH2:13])[CH3:8])([CH3:4])([CH3:3])[CH3:2].[Cl:15][C:16]1[CH:21]=[CH:20][C:19]([C:22]([C:25]2[C:26]([CH:31]=O)=[N:27][CH:28]=[CH:29][CH:30]=2)([CH3:24])[CH3:23])=[CH:18][CH:17]=1.[BH-](OC(C)=O)(OC(C)=O)OC(C)=O.[Na+], predict the reaction product. The product is: [C:1]([O:5][C:6](=[O:14])[N:7]([CH2:9][CH2:10][CH2:11][CH2:12][NH:13][CH2:31][C:26]1[C:25]([C:22]([C:19]2[CH:18]=[CH:17][C:16]([Cl:15])=[CH:21][CH:20]=2)([CH3:24])[CH3:23])=[CH:30][CH:29]=[CH:28][N:27]=1)[CH3:8])([CH3:4])([CH3:2])[CH3:3]. (5) Given the reactants CN(C(ON1N=NC2C=CC=NC1=2)=[N+](C)C)C.F[P-](F)(F)(F)(F)F.Cl.[NH2:26][C@@H:27]([CH:52]([CH3:54])[CH3:53])[C:28]([N:30]1[CH2:34][C@H:33]([OH:35])[CH2:32][C@H:31]1[C:36]([NH:38][CH2:39][C:40]1[CH:45]=[CH:44][C:43]([C:46]2[S:50][CH:49]=[N:48][C:47]=2[CH3:51])=[CH:42][CH:41]=1)=[O:37])=[O:29].[C:55]1(/[C:61](/[C:71]2[CH:94]=[CH:93][C:74]([O:75][CH2:76][CH2:77][N:78]([CH3:92])[CH2:79][CH2:80][O:81][CH2:82][CH2:83][O:84][CH2:85][CH2:86][O:87][CH2:88][C:89](O)=[O:90])=[CH:73][CH:72]=2)=[C:62](/[C:65]2[CH:70]=[CH:69][CH:68]=[CH:67][CH:66]=2)\[CH2:63][CH3:64])[CH:60]=[CH:59][CH:58]=[CH:57][CH:56]=1.CCN(C(C)C)C(C)C, predict the reaction product. The product is: [C:55]1(/[C:61](/[C:71]2[CH:94]=[CH:93][C:74]([O:75][CH2:76][CH2:77][N:78]([CH3:92])[CH2:79][CH2:80][O:81][CH2:82][CH2:83][O:84][CH2:85][CH2:86][O:87][CH2:88][C:89](=[O:90])[NH:26][C@@H:27]([CH:52]([CH3:54])[CH3:53])[C:28]([N:30]3[CH2:34][C@H:33]([OH:35])[CH2:32][C@H:31]3[C:36]([NH:38][CH2:39][C:40]3[CH:45]=[CH:44][C:43]([C:46]4[S:50][CH:49]=[N:48][C:47]=4[CH3:51])=[CH:42][CH:41]=3)=[O:37])=[O:29])=[CH:73][CH:72]=2)=[C:62](/[C:65]2[CH:70]=[CH:69][CH:68]=[CH:67][CH:66]=2)\[CH2:63][CH3:64])[CH:60]=[CH:59][CH:58]=[CH:57][CH:56]=1. (6) Given the reactants [F:1][C:2]([F:7])([F:6])[CH:3]([OH:5])[CH3:4].[Br:8][C:9]1[CH:18]=[CH:17][CH:16]=[C:15]2[C:10]=1[N:11]=[C:12](Cl)[C:13]([CH3:19])=[N:14]2.[H-].[Na+], predict the reaction product. The product is: [Br:8][C:9]1[CH:18]=[CH:17][CH:16]=[C:15]2[C:10]=1[N:11]=[C:12]([O:5][CH:3]([CH3:4])[C:2]([F:7])([F:6])[F:1])[C:13]([CH3:19])=[N:14]2.